Dataset: Full USPTO retrosynthesis dataset with 1.9M reactions from patents (1976-2016). Task: Predict the reactants needed to synthesize the given product. (1) Given the product [C:7]([N:5]1[CH:6]=[C:2]([C:49]2[CH:50]=[C:45]([CH:46]=[CH:47][CH:48]=2)[C:51]#[N:52])[N:3]=[CH:4]1)([C:20]1[CH:25]=[CH:24][CH:23]=[CH:22][CH:21]=1)([C:14]1[CH:19]=[CH:18][CH:17]=[CH:16][CH:15]=1)[C:8]1[CH:13]=[CH:12][CH:11]=[CH:10][CH:9]=1, predict the reactants needed to synthesize it. The reactants are: I[C:2]1[N:3]=[CH:4][N:5]([C:7]([C:20]2[CH:25]=[CH:24][CH:23]=[CH:22][CH:21]=2)([C:14]2[CH:19]=[CH:18][CH:17]=[CH:16][CH:15]=2)[C:8]2[CH:13]=[CH:12][CH:11]=[CH:10][CH:9]=2)[CH:6]=1.C(=O)([O-])[O-].[Na+].[Na+].[C:45]1(P([C:45]2[CH:50]=[CH:49][CH:48]=[CH:47][CH:46]=2)[C:45]2[CH:50]=[CH:49][CH:48]=[CH:47][CH:46]=2)[CH:50]=[CH:49][CH:48]=[CH:47][CH:46]=1.[CH3:51][N:52](C=O)C. (2) Given the product [CH:1]1[C:14]2[CH2:13][C:12]3[C:7](=[CH:8][CH:9]=[CH:10][CH:11]=3)[O:6][C:5]=2[CH:4]=[CH:3][CH:2]=1.[CH:17]1[C:18]2[C:27]3[C:22](=[CH:23][CH:24]=[CH:25][CH:26]=3)[C:19]=2[CH:20]=[CH:21][CH:16]=1, predict the reactants needed to synthesize it. The reactants are: [CH:1]1[C:14]2[CH2:13][C:12]3[C:7](=[CH:8][CH:9]=[CH:10][CH:11]=3)[O:6][C:5]=2[CH:4]=[CH:3][CH:2]=1.O[C:16]1[CH:21]=[CH:20][C:19]([C:22]2[CH:27]=[CH:26][C:25](O)=[CH:24][CH:23]=2)=[CH:18][CH:17]=1.C1(P(C2C=CC=CC=2)C2C=CC=CC=2)C=CC=CC=1.O. (3) Given the product [ClH:32].[C:1]([C:4]1[CH:5]=[C:6]([C:10]2[N:11]=[CH:12][N:13]([C:15]([N:17]([CH3:18])[CH:19]3[CH2:24][CH2:23][NH:22][CH2:21][CH2:20]3)=[O:16])[CH:14]=2)[CH:7]=[CH:8][CH:9]=1)(=[O:3])[NH2:2], predict the reactants needed to synthesize it. The reactants are: [C:1]([C:4]1[CH:5]=[C:6]([C:10]2[N:11]=[CH:12][N:13]([C:15]([N:17]([CH:19]3[CH2:24][CH2:23][N:22](C(OC(C)(C)C)=O)[CH2:21][CH2:20]3)[CH3:18])=[O:16])[CH:14]=2)[CH:7]=[CH:8][CH:9]=1)(=[O:3])[NH2:2].[ClH:32].C(OCC)C. (4) Given the product [Br:18][CH2:19][CH2:20][CH2:21][CH2:22][C:2]1[CH:3]=[C:4]([CH:8]2[O:12][CH2:11][CH2:10][O:9]2)[CH:5]=[CH:6][CH:7]=1, predict the reactants needed to synthesize it. The reactants are: Br[C:2]1[CH:3]=[C:4]([CH:8]2[O:12][CH2:11][CH2:10][O:9]2)[CH:5]=[CH:6][CH:7]=1.C([Li])(C)(C)C.[Br:18][CH2:19][CH2:20][CH2:21][CH2:22]Br.